Dataset: Forward reaction prediction with 1.9M reactions from USPTO patents (1976-2016). Task: Predict the product of the given reaction. (1) Given the reactants [NH2:1][C:2]1[CH:7]=[CH:6][C:5]([Br:8])=[CH:4][N+:3]=1[CH2:9][C:10]([O:12]CC)=O.[Br-].C[O-].[Na+], predict the reaction product. The product is: [Br:8][C:5]1[CH:6]=[CH:7][C:2]2[N:3]([CH2:9][C:10](=[O:12])[N:1]=2)[CH:4]=1. (2) The product is: [C:50]([C:49]([NH:48][C:8](=[O:10])[C:7]1[CH:6]=[CH:5][C:4]([O:3][C:2]([F:1])([F:14])[F:13])=[CH:12][CH:11]=1)([CH3:69])[CH2:52][O:53][C:54]1[CH:55]=[CH:56][C:57]2[CH2:61][O:60][B:59]([OH:62])[C:58]=2[C:63]=1[CH2:64][C:65]([F:67])([F:66])[F:68])#[N:51]. Given the reactants [F:1][C:2]([F:14])([F:13])[O:3][C:4]1[CH:12]=[CH:11][C:7]([C:8]([OH:10])=O)=[CH:6][CH:5]=1.CN(C(ON1N=NC2C=CC=NC1=2)=[N+](C)C)C.F[P-](F)(F)(F)(F)F.CCN(C(C)C)C(C)C.[NH2:48][C:49]([CH3:69])([CH2:52][O:53][C:54]1[CH:55]=[CH:56][C:57]2[CH2:61][O:60][B:59]([OH:62])[C:58]=2[C:63]=1[CH2:64][C:65]([F:68])([F:67])[F:66])[C:50]#[N:51], predict the reaction product. (3) Given the reactants [In].[Cl-].[In+3].[Cl-].[Cl-].[Cl-].[Li+].C(N(C)C)CCC.I[C:16]1[CH:41]=[CH:40][C:39]([O:42][CH3:43])=[CH:38][C:17]=1[CH2:18][C:19]([CH2:30][CH:31]=[CH:32][CH2:33]OC(=O)C)([C:25]([O:27][CH2:28][CH3:29])=[O:26])[C:20]([O:22][CH2:23][CH3:24])=[O:21], predict the reaction product. The product is: [CH3:43][O:42][C:39]1[CH:38]=[C:17]2[C:16]([CH:31]([CH:32]=[CH2:33])[CH2:30][C:19]([C:20]([O:22][CH2:23][CH3:24])=[O:21])([C:25]([O:27][CH2:28][CH3:29])=[O:26])[CH2:18]2)=[CH:41][CH:40]=1.